From a dataset of NCI-60 drug combinations with 297,098 pairs across 59 cell lines. Regression. Given two drug SMILES strings and cell line genomic features, predict the synergy score measuring deviation from expected non-interaction effect. (1) Drug 1: CS(=O)(=O)C1=CC(=C(C=C1)C(=O)NC2=CC(=C(C=C2)Cl)C3=CC=CC=N3)Cl. Drug 2: CC1C(C(=O)NC(C(=O)N2CCCC2C(=O)N(CC(=O)N(C(C(=O)O1)C(C)C)C)C)C(C)C)NC(=O)C3=C4C(=C(C=C3)C)OC5=C(C(=O)C(=C(C5=N4)C(=O)NC6C(OC(=O)C(N(C(=O)CN(C(=O)C7CCCN7C(=O)C(NC6=O)C(C)C)C)C)C(C)C)C)N)C. Cell line: A549. Synergy scores: CSS=22.6, Synergy_ZIP=13.2, Synergy_Bliss=16.6, Synergy_Loewe=15.5, Synergy_HSA=15.2. (2) Drug 1: C(CC(=O)O)C(=O)CN.Cl. Drug 2: C(CN)CNCCSP(=O)(O)O. Cell line: SNB-75. Synergy scores: CSS=0.960, Synergy_ZIP=3.84, Synergy_Bliss=0.0606, Synergy_Loewe=-1.22, Synergy_HSA=0.192. (3) Drug 1: CN(CC1=CN=C2C(=N1)C(=NC(=N2)N)N)C3=CC=C(C=C3)C(=O)NC(CCC(=O)O)C(=O)O. Drug 2: C1CC(=O)NC(=O)C1N2C(=O)C3=CC=CC=C3C2=O. Cell line: RPMI-8226. Synergy scores: CSS=22.6, Synergy_ZIP=2.64, Synergy_Bliss=6.60, Synergy_Loewe=-37.8, Synergy_HSA=3.56. (4) Synergy scores: CSS=20.5, Synergy_ZIP=0.348, Synergy_Bliss=0.813, Synergy_Loewe=-44.0, Synergy_HSA=-0.213. Cell line: DU-145. Drug 1: C1=CC(=CC=C1CC(C(=O)O)N)N(CCCl)CCCl.Cl. Drug 2: CC=C1C(=O)NC(C(=O)OC2CC(=O)NC(C(=O)NC(CSSCCC=C2)C(=O)N1)C(C)C)C(C)C. (5) Drug 1: CS(=O)(=O)CCNCC1=CC=C(O1)C2=CC3=C(C=C2)N=CN=C3NC4=CC(=C(C=C4)OCC5=CC(=CC=C5)F)Cl. Cell line: SR. Drug 2: C(=O)(N)NO. Synergy scores: CSS=-0.504, Synergy_ZIP=1.10, Synergy_Bliss=0.918, Synergy_Loewe=-0.518, Synergy_HSA=-1.19.